This data is from Catalyst prediction with 721,799 reactions and 888 catalyst types from USPTO. The task is: Predict which catalyst facilitates the given reaction. (1) Reactant: [C:1]([CH:3]([C:15](=[O:22])[CH2:16][CH:17](OC)OC)[C:4]([NH:6][CH:7]([CH:12]1[CH2:14][CH2:13]1)[C:8]([F:11])([F:10])[F:9])=[O:5])#[N:2].Cl.O. Product: [CH:12]1([CH:7]([N:6]2[CH:17]=[CH:16][C:15]([OH:22])=[C:3]([C:1]#[N:2])[C:4]2=[O:5])[C:8]([F:11])([F:10])[F:9])[CH2:14][CH2:13]1. The catalyst class is: 5. (2) Reactant: [CH:1]([C@H:14]1[N:19]2[CH2:20][CH2:21][NH:22][CH2:23][C@H:18]2[CH2:17][N:16]([CH2:24][C:25]2[C:26]([O:40][CH3:41])=[N:27][C:28]([O:37][CH2:38][CH3:39])=[N:29][C:30]=2[O:31][CH2:32][C:33]([F:36])([F:35])[F:34])[CH2:15]1)([C:8]1[CH:13]=[CH:12][CH:11]=[CH:10][CH:9]=1)[C:2]1[CH:7]=[CH:6][CH:5]=[CH:4][CH:3]=1.C(N(CC)C(C)C)(C)C.[N:51]1([C:57]([Cl:59])=[O:58])[CH2:56][CH2:55][O:54][CH2:53][CH2:52]1.C(=O)([O-])O.[Na+].[ClH:65].C(OCC)(=O)C. Product: [ClH:59].[ClH:65].[CH:1]([C@H:14]1[N:19]2[CH2:20][CH2:21][N:22]([C:57]([N:51]3[CH2:56][CH2:55][O:54][CH2:53][CH2:52]3)=[O:58])[CH2:23][C@H:18]2[CH2:17][N:16]([CH2:24][C:25]2[C:26]([O:40][CH3:41])=[N:27][C:28]([O:37][CH2:38][CH3:39])=[N:29][C:30]=2[O:31][CH2:32][C:33]([F:34])([F:35])[F:36])[CH2:15]1)([C:2]1[CH:7]=[CH:6][CH:5]=[CH:4][CH:3]=1)[C:8]1[CH:9]=[CH:10][CH:11]=[CH:12][CH:13]=1. The catalyst class is: 96. (3) Reactant: [CH3:1][O:2][C:3]1[CH:49]=[CH:48][C:6]([CH2:7][N:8]2[C:12]3=[N:13][CH:14]=[CH:15][C:16]([O:17][C:18]4[CH:23]=[CH:22][C:21]([NH:24][C:25]([C:27]5[C:28](=[O:40])[N:29]([C:33]6[CH:38]=[CH:37][C:36]([F:39])=[CH:35][CH:34]=6)[N:30]=[CH:31][CH:32]=5)=[O:26])=[CH:20][C:19]=4[F:41])=[C:11]3[C:10]([CH:42]3[CH2:47][CH2:46][NH:45][CH2:44][CH2:43]3)=[N:9]2)=[CH:5][CH:4]=1.C=O.[C:52](O[BH-](OC(=O)C)OC(=O)C)(=O)C.[Na+]. Product: [F:41][C:19]1[CH:20]=[C:21]([NH:24][C:25]([C:27]2[C:28](=[O:40])[N:29]([C:33]3[CH:38]=[CH:37][C:36]([F:39])=[CH:35][CH:34]=3)[N:30]=[CH:31][CH:32]=2)=[O:26])[CH:22]=[CH:23][C:18]=1[O:17][C:16]1[CH:15]=[CH:14][N:13]=[C:12]2[N:8]([CH2:7][C:6]3[CH:5]=[CH:4][C:3]([O:2][CH3:1])=[CH:49][CH:48]=3)[N:9]=[C:10]([CH:42]3[CH2:47][CH2:46][N:45]([CH3:52])[CH2:44][CH2:43]3)[C:11]=12. The catalyst class is: 2. (4) Reactant: Br[C:2]1[CH:7]=[CH:6][N:5]2[C:8]([C:11]([NH:13][C:14]3[CH:19]=[C:18]([C:20](=[O:36])[NH:21][CH2:22][C:23]4[CH:28]=[CH:27][CH:26]=[CH:25][C:24]=4[N:29]4[CH2:34][CH2:33][N:32]([CH3:35])[CH2:31][CH2:30]4)[CH:17]=[CH:16][C:15]=3[F:37])=[O:12])=[CH:9][N:10]=[C:4]2[CH:3]=1.C(=O)([O-])[O-].[Cs+].[Cs+].[CH3:44][N:45]1[CH:49]=[C:48](B2OC(C)(C)C(C)(C)O2)[CH:47]=[N:46]1.C(Cl)Cl. Product: [F:37][C:15]1[CH:16]=[CH:17][C:18]([C:20](=[O:36])[NH:21][CH2:22][C:23]2[CH:28]=[CH:27][CH:26]=[CH:25][C:24]=2[N:29]2[CH2:34][CH2:33][N:32]([CH3:35])[CH2:31][CH2:30]2)=[CH:19][C:14]=1[NH:13][C:11]([C:8]1[N:5]2[CH:6]=[CH:7][C:2]([C:48]3[CH:47]=[N:46][N:45]([CH3:44])[CH:49]=3)=[CH:3][C:4]2=[N:10][CH:9]=1)=[O:12]. The catalyst class is: 622. (5) The catalyst class is: 9. Reactant: [NH2:1][C:2]1[C:6]2[C:7]([C:21]3[CH:26]=[CH:25][C:24]([O:27][C:28]4[CH:33]=[CH:32][CH:31]=[CH:30][CH:29]=4)=[CH:23][CH:22]=3)=[N:8][C:9]([C:11]3[CH:20]=[CH:19][C:14]([C:15](OC)=[O:16])=[CH:13][CH:12]=3)=[CH:10][C:5]=2[NH:4][N:3]=1.[NH2:34][NH2:35]. Product: [NH2:1][C:2]1[C:6]2[C:7]([C:21]3[CH:26]=[CH:25][C:24]([O:27][C:28]4[CH:29]=[CH:30][CH:31]=[CH:32][CH:33]=4)=[CH:23][CH:22]=3)=[N:8][C:9]([C:11]3[CH:12]=[CH:13][C:14]([C:15]([NH:34][NH2:35])=[O:16])=[CH:19][CH:20]=3)=[CH:10][C:5]=2[NH:4][N:3]=1. (6) Reactant: [O:1]=[C:2]([NH:19][C:20]1[N:21]=[C:22]([C:25]2[CH:30]=[CH:29][N:28]=[CH:27][CH:26]=2)[S:23][CH:24]=1)[C@@H:3]([NH:11]C(=O)OC(C)(C)C)[CH2:4][C:5]1[CH:10]=[CH:9][CH:8]=[CH:7][CH:6]=1.Cl.C([O-])(O)=O.[Na+]. Product: [NH2:11][C@@H:3]([CH2:4][C:5]1[CH:10]=[CH:9][CH:8]=[CH:7][CH:6]=1)[C:2]([NH:19][C:20]1[N:21]=[C:22]([C:25]2[CH:30]=[CH:29][N:28]=[CH:27][CH:26]=2)[S:23][CH:24]=1)=[O:1]. The catalyst class is: 38. (7) Product: [F:21][C:22]([F:33])([F:32])[C:23]1[O:20][C:3]2[CH:4]=[CH:5][C:6]3[CH2:7][CH2:8][NH:9][CH2:10][CH2:11][C:12]=3[C:2]=2[N:1]=1. The catalyst class is: 159. Reactant: [NH2:1][C:2]1[C:12]2[CH2:11][CH2:10][N:9](C(OC(C)(C)C)=O)[CH2:8][CH2:7][C:6]=2[CH:5]=[CH:4][C:3]=1[OH:20].[F:21][C:22]([F:33])([F:32])[C:23](O[C:23](=O)[C:22]([F:33])([F:32])[F:21])=O.N1C=CC=CC=1.C(O)(C(F)(F)F)=O.